Dataset: Forward reaction prediction with 1.9M reactions from USPTO patents (1976-2016). Task: Predict the product of the given reaction. Given the reactants [Cl:1][C:2]1[CH:7]=[C:6]([CH2:8][CH2:9][Cl:10])[C:5]([F:11])=[CH:4][C:3]=1[OH:12].[N+:13]([O-])([OH:15])=[O:14], predict the reaction product. The product is: [Cl:1][C:2]1[C:3]([OH:12])=[C:4]([N+:13]([O-:15])=[O:14])[C:5]([F:11])=[C:6]([CH2:8][CH2:9][Cl:10])[CH:7]=1.